The task is: Predict the reactants needed to synthesize the given product.. This data is from Full USPTO retrosynthesis dataset with 1.9M reactions from patents (1976-2016). (1) Given the product [N:1]1[C:11]2[C:10]3[S:12][C:13]([C:15]4[N:26]=[C:27]([NH2:29])[S:28][C:16]=4[C:18]4[CH:23]=[CH:22][CH:21]=[CH:20][C:19]=4[Cl:24])=[CH:14][C:9]=3[CH2:8][CH2:7][O:6][C:5]=2[CH:4]=[CH:3][CH:2]=1, predict the reactants needed to synthesize it. The reactants are: [N:1]1[C:11]2[C:10]3[S:12][C:13]([CH:15](Br)[C:16]([C:18]4[CH:23]=[CH:22][CH:21]=[CH:20][C:19]=4[Cl:24])=O)=[CH:14][C:9]=3[CH2:8][CH2:7][O:6][C:5]=2[CH:4]=[CH:3][CH:2]=1.[NH2:26][C:27]([NH2:29])=[S:28].C(O)C. (2) Given the product [C:9]([OH:13])(=[O:17])[CH3:10].[C:7]1([C:1]2[CH:2]=[CH:3][CH:4]=[CH:5][CH:6]=2)[CH:12]=[CH:11][CH:10]=[C:9]([O:13][CH2:21][C:22]([NH:24][CH:25]2[CH2:30][CH2:29][N:28]([CH2:31][C:32]3[CH:36]=[CH:35][N:34]([C:37]4[CH:38]=[CH:39][C:40]([C:43]([F:45])([F:44])[F:46])=[CH:41][CH:42]=4)[CH:33]=3)[CH2:27][CH2:26]2)=[O:23])[CH:8]=1, predict the reactants needed to synthesize it. The reactants are: [C:1]1([C:7]2[CH:8]=[C:9]([OH:13])[CH:10]=[CH:11][CH:12]=2)[CH:6]=[CH:5][CH:4]=[CH:3][CH:2]=1.CC(C)([O-:17])C.[K+].Cl[CH2:21][C:22]([NH:24][CH:25]1[CH2:30][CH2:29][N:28]([CH2:31][C:32]2[CH:36]=[CH:35][N:34]([C:37]3[CH:42]=[CH:41][C:40]([C:43]([F:46])([F:45])[F:44])=[CH:39][CH:38]=3)[CH:33]=2)[CH2:27][CH2:26]1)=[O:23]. (3) Given the product [CH2:23]([O:22][CH:21]([O:25][CH2:26][CH3:27])[CH2:20][N:10]1[CH:11]=[CH:12][C:8]([C:5]2[CH:4]=[CH:3][C:2]([F:1])=[CH:7][N:6]=2)=[N:9]1)[CH3:24], predict the reactants needed to synthesize it. The reactants are: [F:1][C:2]1[CH:3]=[CH:4][C:5]([C:8]2[CH:12]=[CH:11][NH:10][N:9]=2)=[N:6][CH:7]=1.C([O-])([O-])=O.[Cs+].[Cs+].Br[CH2:20][CH:21]([O:25][CH2:26][CH3:27])[O:22][CH2:23][CH3:24].O.